From a dataset of Blood-brain barrier permeability classification from the B3DB database. Regression/Classification. Given a drug SMILES string, predict its absorption, distribution, metabolism, or excretion properties. Task type varies by dataset: regression for continuous measurements (e.g., permeability, clearance, half-life) or binary classification for categorical outcomes (e.g., BBB penetration, CYP inhibition). Dataset: b3db_classification. (1) The drug is CC1CCN(CC[C@H]2CCCN2S(=O)(=O)c2cccc(O)c2)CC1. The result is 1 (penetrates BBB). (2) The drug is CN1C[C@H](CSc2ccccn2)C=C2c3cccc4[nH]cc(c34)C[C@H]21. The result is 1 (penetrates BBB). (3) The drug is CN1CC(CC#N)CC2c3cccc4[nH]cc(c34)CC21. The result is 1 (penetrates BBB). (4) The molecule is COc1cc2c(cc1OC)[C@H](c1ccccc1)CN(C)CC2. The result is 1 (penetrates BBB).